Dataset: Peptide-MHC class II binding affinity with 134,281 pairs from IEDB. Task: Regression. Given a peptide amino acid sequence and an MHC pseudo amino acid sequence, predict their binding affinity value. This is MHC class II binding data. The peptide sequence is EHGSDEWVAMTKGEGGVWTF. The MHC is HLA-DPA10201-DPB11401 with pseudo-sequence HLA-DPA10201-DPB11401. The binding affinity (normalized) is 0.238.